Dataset: Full USPTO retrosynthesis dataset with 1.9M reactions from patents (1976-2016). Task: Predict the reactants needed to synthesize the given product. (1) Given the product [Cl:13][C:14]1[C:19]([C:20]([F:21])([F:22])[F:23])=[C:18]([O:12][CH2:11][C@H:9]2[CH2:10][C@@H:8]2[C:5]2[CH:4]=[CH:3][C:2]([F:1])=[CH:7][CH:6]=2)[CH:17]=[CH:16][N:15]=1, predict the reactants needed to synthesize it. The reactants are: [F:1][C:2]1[CH:7]=[CH:6][C:5]([C@@H:8]2[CH2:10][C@H:9]2[CH2:11][OH:12])=[CH:4][CH:3]=1.[Cl:13][C:14]1[C:19]([C:20]([F:23])([F:22])[F:21])=[C:18](Cl)[CH:17]=[CH:16][N:15]=1. (2) Given the product [F:7][C:8]([F:17])([F:16])[C:9]1[CH:15]=[C:14]([NH:6][C:2]([CH3:1])=[CH:3][C:4]#[N:5])[CH:13]=[CH:11][CH:10]=1, predict the reactants needed to synthesize it. The reactants are: [CH3:1]/[C:2](/[NH2:6])=[CH:3]\[C:4]#[N:5].[F:7][C:8]([F:17])([F:16])[C:9]1[CH:10]=[C:11]([CH:13]=[CH:14][CH:15]=1)N.C(O)(=O)C. (3) Given the product [CH:1]1([C:6]2[C:7]([O:23][CH2:41][C:40]3[N:36]([CH2:34][CH3:35])[N:37]=[CH:38][N:39]=3)=[N:8][N:9]3[C:14]=2[C:13]([CH3:15])=[N:12][N:11]=[C:10]3[C:16]2[CH:21]=[CH:20][CH:19]=[CH:18][C:17]=2[F:22])[CH2:5][CH2:4][CH2:3][CH2:2]1, predict the reactants needed to synthesize it. The reactants are: [CH:1]1([C:6]2[C:7]([O:23]S(C3C=CC(C)=CC=3)(=O)=O)=[N:8][N:9]3[C:14]=2[C:13]([CH3:15])=[N:12][N:11]=[C:10]3[C:16]2[CH:21]=[CH:20][CH:19]=[CH:18][C:17]=2[F:22])[CH2:5][CH2:4][CH2:3][CH2:2]1.[CH2:34]([N:36]1[C:40]([CH2:41]O)=[N:39][CH:38]=[N:37]1)[CH3:35].[H-].[Na+].O. (4) Given the product [I:17][CH:6]1[CH2:9][N:8]([C:10]([O:12][C:13]([CH3:16])([CH3:15])[CH3:14])=[O:11])[CH2:7]1, predict the reactants needed to synthesize it. The reactants are: CS(O[CH:6]1[CH2:9][N:8]([C:10]([O:12][C:13]([CH3:16])([CH3:15])[CH3:14])=[O:11])[CH2:7]1)(=O)=O.[I-:17].[K+]. (5) Given the product [C:35]([C:37]1[CH:38]=[CH:39][C:40]([S:43]([N:21]2[CH2:22][C:16]3[C:17](=[N:18][CH:19]=[C:14]([C:12]([NH:11][CH2:10][C:9]4[CH:8]=[CH:7][C:6]([S:3]([CH2:1][CH3:2])(=[O:5])=[O:4])=[CH:27][CH:26]=4)=[O:13])[CH:15]=3)[C@@H:20]2[CH:23]([CH3:24])[CH3:25])(=[O:45])=[O:44])=[CH:41][CH:42]=1)#[N:36], predict the reactants needed to synthesize it. The reactants are: [CH2:1]([S:3]([C:6]1[CH:27]=[CH:26][C:9]([CH2:10][NH:11][C:12]([C:14]2[CH:15]=[C:16]3[CH2:22][NH:21][C@@H:20]([CH:23]([CH3:25])[CH3:24])[C:17]3=[N:18][CH:19]=2)=[O:13])=[CH:8][CH:7]=1)(=[O:5])=[O:4])[CH3:2].C(N(CC)CC)C.[C:35]([C:37]1[CH:42]=[CH:41][C:40]([S:43](Cl)(=[O:45])=[O:44])=[CH:39][CH:38]=1)#[N:36].